Dataset: Full USPTO retrosynthesis dataset with 1.9M reactions from patents (1976-2016). Task: Predict the reactants needed to synthesize the given product. (1) Given the product [CH:3]([CH:4]1[CH2:7][CH:6]([C:8]([O:10][CH3:11])=[O:9])[CH2:5]1)=[O:2], predict the reactants needed to synthesize it. The reactants are: C[O:2][CH:3]=[C:4]1[CH2:7][CH:6]([C:8]([O:10][CH3:11])=[O:9])[CH2:5]1.C(O)(C(F)(F)F)=O.O. (2) Given the product [O:23]=[C:24]1[CH:29]([N:30]2[C:38](=[O:39])[C:37]3[C:32](=[CH:33][CH:34]=[CH:35][C:36]=3[NH:20][CH2:19][CH2:18][O:17][CH2:16][CH2:15][O:14][CH2:13][CH2:12][O:11][CH2:10][CH2:9][O:8][C:7]3[CH:6]=[CH:5][C:4]([N+:1]([O-:3])=[O:2])=[CH:22][CH:21]=3)[C:31]2=[O:41])[CH2:28][CH2:27][C:26](=[O:42])[NH:25]1, predict the reactants needed to synthesize it. The reactants are: [N+:1]([C:4]1[CH:22]=[CH:21][C:7]([O:8][CH2:9][CH2:10][O:11][CH2:12][CH2:13][O:14][CH2:15][CH2:16][O:17][CH2:18][CH2:19][NH2:20])=[CH:6][CH:5]=1)([O-:3])=[O:2].[O:23]=[C:24]1[CH:29]([N:30]2[C:38](=[O:39])[C:37]3[C:32](=[CH:33][CH:34]=[CH:35][C:36]=3F)[C:31]2=[O:41])[CH2:28][CH2:27][C:26](=[O:42])[NH:25]1.C(N(C(C)C)C(C)C)C.O. (3) Given the product [CH3:9][C:5]([CH3:10])([CH2:6][CH2:7][CH3:8])[C:4](=[O:11])[CH2:13][C:14]1[CH:19]=[CH:18][CH:17]=[CH:16][CH:15]=1, predict the reactants needed to synthesize it. The reactants are: CON(C)[C:4](=[O:11])[C:5]([CH3:10])([CH3:9])[CH2:6][CH2:7][CH3:8].[CH2:13]([Mg]Cl)[C:14]1[CH:19]=[CH:18][CH:17]=[CH:16][CH:15]=1. (4) Given the product [NH2:20][CH2:19][C:18]([NH:17][C:5]1([CH2:12][CH2:13][CH:14]([CH3:16])[CH3:15])[C:6]2[C:11](=[CH:10][CH:9]=[CH:8][CH:7]=2)[C:2]([OH:1])=[C:3]([C:30]2[NH:35][C:34]3[CH:36]=[CH:37][C:38]([NH:40][S:41]([CH3:44])(=[O:42])=[O:43])=[CH:39][C:33]=3[S:32](=[O:45])(=[O:46])[N:31]=2)[C:4]1=[O:29])=[O:28], predict the reactants needed to synthesize it. The reactants are: [OH:1][C:2]1[C:11]2[C:6](=[CH:7][CH:8]=[CH:9][CH:10]=2)[C:5]([NH:17][C:18](=[O:28])[CH2:19][NH:20]C(=O)OC(C)(C)C)([CH2:12][CH2:13][CH:14]([CH3:16])[CH3:15])[C:4](=[O:29])[C:3]=1[C:30]1[NH:35][C:34]2[CH:36]=[CH:37][C:38]([NH:40][S:41]([CH3:44])(=[O:43])=[O:42])=[CH:39][C:33]=2[S:32](=[O:46])(=[O:45])[N:31]=1.Cl. (5) Given the product [C:5]1([CH3:10])[CH:6]=[C:7]([CH3:9])[CH:8]=[C:3]([CH3:50])[C:4]=1[S:11]([N:14]([CH2:15][CH2:16][CH2:17][CH2:18][N:19]([S:38]([C:41]1[C:42]([CH3:49])=[CH:43][C:44]([CH3:48])=[CH:45][C:46]=1[CH3:47])(=[O:39])=[O:40])[CH2:20][CH2:21][CH2:22][CH2:23][CH2:24][N:25]([S:26]([C:29]1[C:34]([CH3:35])=[CH:33][C:32]([CH3:36])=[CH:31][C:30]=1[CH3:37])(=[O:27])=[O:28])[CH2:55][CH3:56])[CH2:52][CH2:53][CH3:54])(=[O:13])=[O:12], predict the reactants needed to synthesize it. The reactants are: [H-].[Na+].[C:3]1([CH3:50])[CH:8]=[C:7]([CH3:9])[CH:6]=[C:5]([CH3:10])[C:4]=1[S:11]([NH:14][CH2:15][CH2:16][CH2:17][CH2:18][N:19]([S:38]([C:41]1[C:46]([CH3:47])=[CH:45][C:44]([CH3:48])=[CH:43][C:42]=1[CH3:49])(=[O:40])=[O:39])[CH2:20][CH2:21][CH2:22][CH2:23][CH2:24][NH:25][S:26]([C:29]1[C:34]([CH3:35])=[CH:33][C:32]([CH3:36])=[CH:31][C:30]=1[CH3:37])(=[O:28])=[O:27])(=[O:13])=[O:12].I[CH2:52][CH2:53][CH3:54].[CH3:55][CH2:56]CCCC.CCOC(C)=O. (6) The reactants are: [C:1]1([CH2:7][CH2:8][CH:9]([OH:24])[CH2:10][CH:11]=[CH:12][CH2:13][Si:14]([CH:21]([CH3:23])[CH3:22])([CH:18]([CH3:20])[CH3:19])[CH:15]([CH3:17])[CH3:16])[CH:6]=[CH:5][CH:4]=[CH:3][CH:2]=1.[B-](F)(F)(F)[F:26].[B-](F)(F)(F)F.C1[N+]2(CCl)CC[N+](F)(CC2)C1.CCCCCC.CCOCC. Given the product [F:26][CH:11]1[CH2:10][CH:9]([CH2:8][CH2:7][C:1]2[CH:6]=[CH:5][CH:4]=[CH:3][CH:2]=2)[O:24][CH:12]1[CH2:13][Si:14]([CH:21]([CH3:23])[CH3:22])([CH:15]([CH3:16])[CH3:17])[CH:18]([CH3:20])[CH3:19], predict the reactants needed to synthesize it. (7) The reactants are: [CH2:1]([OH:10])[CH2:2][CH2:3][CH2:4][CH2:5][CH2:6][CH2:7][CH2:8][OH:9].[O-:11][S:12]([C:15]([F:18])(F)[F:16])(=[O:14])=[O:13].C1([NH2+][C:26]2[CH:31]=[CH:30][CH:29]=[CH:28][CH:27]=2)C=CC=CC=1.Cl[C:33]1[CH:38]=[CH:37][CH:36]=[CH:35][CH:34]=1.O.[O:40]1CCC[CH2:41]1. Given the product [OH:9][CH2:8][CH2:7][CH2:6][CH2:5][CH2:4][CH2:3][CH2:2][CH2:1][O:10][C:41]([C:15]([F:18])([F:16])[S:12]([O-:11])(=[O:14])=[O:13])=[O:40].[C:33]1([S+:12]([C:3]2[CH:4]=[CH:5][CH:6]=[CH:7][CH:8]=2)[C:26]2[CH:27]=[CH:28][CH:29]=[CH:30][CH:31]=2)[CH:38]=[CH:37][CH:36]=[CH:35][CH:34]=1, predict the reactants needed to synthesize it. (8) Given the product [ClH:45].[CH2:33]([O:32][P:30]([C:27]([C:24]1[CH:23]=[CH:22][C:21]([CH2:20][NH:19][CH2:18][C:15]2[CH:16]=[CH:17][C:12]([C:9]([P:4]([O:3][CH2:1][CH3:2])([O:5][CH2:6][CH3:7])=[O:8])([F:11])[F:10])=[CH:13][CH:14]=2)=[CH:26][CH:25]=1)([F:28])[F:29])(=[O:31])[O:35][CH2:36][CH3:37])[CH3:34], predict the reactants needed to synthesize it. The reactants are: [CH2:1]([O:3][P:4]([C:9]([C:12]1[CH:17]=[CH:16][C:15]([CH2:18][N:19](C(OC(C)(C)C)=O)[CH2:20][C:21]2[CH:26]=[CH:25][C:24]([C:27]([P:30]([O:35][CH2:36][CH3:37])([O:32][CH2:33][CH3:34])=[O:31])([F:29])[F:28])=[CH:23][CH:22]=2)=[CH:14][CH:13]=1)([F:11])[F:10])(=[O:8])[O:5][CH2:6][CH3:7])[CH3:2].[ClH:45]. (9) Given the product [CH2:19]([O:21][C:22]1[CH:31]=[C:30]2[C:25]([C:26]([C:55]([NH:66][C@H:65]([C:67]3[CH:72]=[CH:71][CH:70]=[CH:69][CH:68]=3)[C:64]([F:63])([F:73])[F:74])=[O:56])=[C:27]([CH2:42][N:43]3[CH2:44][CH2:45][CH:46]([N:49]4[CH2:50][CH2:51][O:52][CH2:53][CH2:54]4)[CH2:47][CH2:48]3)[C:28]([C:32]3[CH:37]=[CH:36][CH:35]=[C:34]([C:38]([F:40])([F:41])[F:39])[CH:33]=3)=[N:29]2)=[CH:24][C:23]=1[S:58]([CH2:61][CH3:62])(=[O:59])=[O:60])[CH3:20], predict the reactants needed to synthesize it. The reactants are: C(P1(=O)OP(CCC)(=O)OP(CCC)(=O)O1)CC.[CH2:19]([O:21][C:22]1[CH:31]=[C:30]2[C:25]([C:26]([C:55](O)=[O:56])=[C:27]([CH2:42][N:43]3[CH2:48][CH2:47][CH:46]([N:49]4[CH2:54][CH2:53][O:52][CH2:51][CH2:50]4)[CH2:45][CH2:44]3)[C:28]([C:32]3[CH:37]=[CH:36][CH:35]=[C:34]([C:38]([F:41])([F:40])[F:39])[CH:33]=3)=[N:29]2)=[CH:24][C:23]=1[S:58]([CH2:61][CH3:62])(=[O:60])=[O:59])[CH3:20].[F:63][C:64]([F:74])([F:73])[C@@H:65]([C:67]1[CH:72]=[CH:71][CH:70]=[CH:69][CH:68]=1)[NH2:66].C(N(CC)C(C)C)(C)C.